Task: Predict the reactants needed to synthesize the given product.. Dataset: Full USPTO retrosynthesis dataset with 1.9M reactions from patents (1976-2016) Given the product [C:1]12([C:11]3[N:15]([CH2:16][C:17]([OH:19])=[O:18])[C:14]([C:21]4[CH:22]=[CH:23][CH:24]=[CH:25][CH:26]=4)=[N:13][N:12]=3)[CH2:10][CH:5]3[CH2:6][CH:7]([CH2:9][CH:3]([CH2:4]3)[CH2:2]1)[CH2:8]2, predict the reactants needed to synthesize it. The reactants are: [C:1]12([C:11]3[N:15]([CH2:16][C:17]([O:19]C)=[O:18])[C:14]([C:21]4[CH:26]=[CH:25][CH:24]=[CH:23][CH:22]=4)=[N:13][N:12]=3)[CH2:10][CH:5]3[CH2:6][CH:7]([CH2:9][CH:3]([CH2:4]3)[CH2:2]1)[CH2:8]2.[OH-].[Na+].